This data is from Forward reaction prediction with 1.9M reactions from USPTO patents (1976-2016). The task is: Predict the product of the given reaction. Given the reactants [F:1][C:2]1[CH:11]=[C:10]2[C:5]([CH:6]([C:14]([O:16][CH3:17])=[O:15])[CH2:7][C:8]([CH3:13])([CH3:12])[O:9]2)=[CH:4][CH:3]=1.[Br:18]N1C(=O)CCC1=O, predict the reaction product. The product is: [Br:18][C:3]1[CH:4]=[C:5]2[C:10](=[CH:11][C:2]=1[F:1])[O:9][C:8]([CH3:13])([CH3:12])[CH2:7][CH:6]2[C:14]([O:16][CH3:17])=[O:15].